Dataset: Forward reaction prediction with 1.9M reactions from USPTO patents (1976-2016). Task: Predict the product of the given reaction. Given the reactants C(O[C:4]([C:6]1([CH2:12][CH2:13]OC)[CH2:11][CH2:10][NH:9][CH2:8][CH2:7]1)=[O:5])C.[Cl:16][C:17]1[CH:22]=[CH:21][CH:20]=[CH:19][C:18]=1[S:23](Cl)(=[O:25])=[O:24].[N:27]1[CH:32]=[CH:31][CH:30]=[C:29]([O:33][C:34]2[CH:39]=[CH:38][C:37]([NH2:40])=[CH:36][CH:35]=2)[CH:28]=1, predict the reaction product. The product is: [Cl:16][C:17]1[CH:22]=[CH:21][CH:20]=[CH:19][C:18]=1[S:23]([N:9]1[CH2:8][CH2:7][C:6]2([C:4](=[O:5])[N:40]([C:37]3[CH:36]=[CH:35][C:34]([O:33][C:29]4[CH:28]=[N:27][CH:32]=[CH:31][CH:30]=4)=[CH:39][CH:38]=3)[CH2:13][CH2:12]2)[CH2:11][CH2:10]1)(=[O:25])=[O:24].